This data is from Full USPTO retrosynthesis dataset with 1.9M reactions from patents (1976-2016). The task is: Predict the reactants needed to synthesize the given product. (1) Given the product [CH3:10][O:11][CH2:12][CH2:13][NH:14][CH2:3][CH2:2][C:1]([O:5][C:6]([CH3:9])([CH3:8])[CH3:7])=[O:4], predict the reactants needed to synthesize it. The reactants are: [C:1]([O:5][C:6]([CH3:9])([CH3:8])[CH3:7])(=[O:4])[CH:2]=[CH2:3].[CH3:10][O:11][CH2:12][CH2:13][NH2:14]. (2) Given the product [C:12]([O:15][CH2:11][C:3]1[C:2]([Cl:1])=[C:7]([O:8][CH3:9])[CH:6]=[CH:5][N:4]=1)(=[O:14])[CH3:13], predict the reactants needed to synthesize it. The reactants are: [Cl:1][C:2]1[C:3]([CH3:11])=[N+:4]([O-])[CH:5]=[CH:6][C:7]=1[O:8][CH3:9].[C:12]([O:15]C(=O)C)(=[O:14])[CH3:13]. (3) Given the product [Cl:18][C:19]1[CH:20]=[C:21]([S:26]([N:10]([C:11]2[CH:16]=[CH:15][C:14]([CH3:17])=[CH:13][CH:12]=2)[CH2:2][C:3]([N:5]([CH2:8][CH3:9])[CH2:6][CH3:7])=[O:4])(=[O:28])=[O:27])[CH:22]=[CH:23][C:24]=1[CH3:25], predict the reactants needed to synthesize it. The reactants are: Br[CH2:2][C:3]([N:5]([CH2:8][CH3:9])[CH2:6][CH3:7])=[O:4].[NH2:10][C:11]1[CH:16]=[CH:15][C:14]([CH3:17])=[CH:13][CH:12]=1.[Cl:18][C:19]1[CH:20]=[C:21]([S:26](Cl)(=[O:28])=[O:27])[CH:22]=[CH:23][C:24]=1[CH3:25].